The task is: Predict the product of the given reaction.. This data is from Forward reaction prediction with 1.9M reactions from USPTO patents (1976-2016). (1) Given the reactants [C:1]([O:5][C:6]([N:8]1[CH2:13][CH2:12][C:11]2[NH:14][N:15]=[C:16]([C:17]([OH:19])=O)[C:10]=2[CH2:9]1)=[O:7])([CH3:4])([CH3:3])[CH3:2].[CH3:20][N:21]([CH3:24])[NH:22][CH3:23].C(P1(=O)OP(CCC)(=O)OP(CCC)(=O)O1)CC, predict the reaction product. The product is: [C:1]([O:5][C:6]([N:8]1[CH2:13][CH2:12][C:11]2[NH:14][N:15]=[C:16]([C:17](=[O:19])[N:22]([N:21]([CH3:24])[CH3:20])[CH3:23])[C:10]=2[CH2:9]1)=[O:7])([CH3:2])([CH3:3])[CH3:4]. (2) Given the reactants [CH3:1][C:2]1OC(C2C=CC=CC=2)=[N:4][C:3]=1[CH2:13][O:14][C:15]1[CH:16]=[C:17]([CH:29]=[CH:30][CH:31]=1)[CH2:18][O:19][C:20]1[CH:21]=[C:22]([CH2:26][C:27]#N)[CH:23]=[N:24][CH:25]=1.[OH-:32].[Na+].[CH2:34]([OH:36])[CH3:35].Cl.[OH2:38], predict the reaction product. The product is: [CH3:1][C:2]1[O:36][C:34]([C:35]2[CH:17]=[CH:16][CH:15]=[CH:31][CH:30]=2)=[N:4][C:3]=1[CH2:13][O:14][C:15]1[CH:16]=[C:17]([CH:29]=[CH:30][CH:31]=1)[CH2:18][O:19][C:20]1[CH:21]=[C:22]([CH2:26][C:27]([OH:38])=[O:32])[CH:23]=[N:24][CH:25]=1. (3) Given the reactants [CH3:1][C:2]1[NH:3][C:4]2[C:9]([CH:10]=1)=[C:8]([C:11]([F:14])([F:13])[F:12])[C:7]([C:15]#[N:16])=[CH:6][CH:5]=2.C(=O)([O-])[O-].[Cs+].[Cs+].Br[CH:24]([CH3:29])[C:25]([O:27][CH3:28])=[O:26], predict the reaction product. The product is: [C:15]([C:7]1[C:8]([C:11]([F:12])([F:14])[F:13])=[C:9]2[C:4](=[CH:5][CH:6]=1)[N:3]([CH:24]([CH3:29])[C:25]([O:27][CH3:28])=[O:26])[C:2]([CH3:1])=[CH:10]2)#[N:16]. (4) Given the reactants [C:1]([NH:6][CH:7]1[CH2:12][C:11]2[CH:13]=[CH:14][CH:15]=[C:16]([C:17]([OH:19])=[O:18])[C:10]=2[O:9][B:8]1[OH:20])(=[O:5])[CH2:2][CH2:3][CH3:4].[C:21]([O:24][CH2:25][CH2:26]Br)(=[O:23])[CH3:22], predict the reaction product. The product is: [C:21]([O:24][CH2:25][CH2:26][O:18][C:17]([C:16]1[C:10]2[O:9][B:8]([OH:20])[C@@H:7]([NH:6][C:1](=[O:5])[CH2:2][CH2:3][CH3:4])[CH2:12][C:11]=2[CH:13]=[CH:14][CH:15]=1)=[O:19])(=[O:23])[CH3:22]. (5) Given the reactants [CH3:1][CH2:2][C:3]1[CH:4]=[CH:5][C:6]([C:9]([CH:11]([CH2:13][N:14]2[CH2:19][CH2:18][CH2:17][CH2:16][CH2:15]2)[CH3:12])=[O:10])=[CH:7][CH:8]=1.[C:20]([OH:27])(=[O:26])[CH2:21][CH2:22][C:23]([OH:25])=[O:24], predict the reaction product. The product is: [CH3:1][CH2:2][C:3]1[CH:8]=[CH:7][C:6]([C:9]([CH:11]([CH2:13][N:14]2[CH2:19][CH2:18][CH2:17][CH2:16][CH2:15]2)[CH3:12])=[O:10])=[CH:5][CH:4]=1.[C:20]([O-:27])(=[O:26])[CH2:21][CH2:22][C:23]([O-:25])=[O:24]. (6) Given the reactants [SH:1][C:2]1[C:11]([N+:12]([O-:14])=[O:13])=[CH:10][C:5]([C:6]([O:8][CH3:9])=[O:7])=[C:4]([CH3:15])[CH:3]=1.C(=O)([O-])[O-].[K+].[K+].Br[C:23]([CH3:30])([CH3:29])[C:24]([O:26][CH2:27][CH3:28])=[O:25].Cl, predict the reaction product. The product is: [CH2:27]([O:26][C:24](=[O:25])[C:23]([S:1][C:2]1[C:11]([N+:12]([O-:14])=[O:13])=[CH:10][C:5]([C:6]([O:8][CH3:9])=[O:7])=[C:4]([CH3:15])[CH:3]=1)([CH3:30])[CH3:29])[CH3:28]. (7) Given the reactants Cl[C:2]1[C:7]([N+:8]([O-:10])=[O:9])=[CH:6][CH:5]=[CH:4][N:3]=1.[Cl:11][C:12]1[CH:13]=[C:14]([CH:16]=[CH:17][CH:18]=1)[NH2:15].C(=O)([O-])[O-].[K+].[K+], predict the reaction product. The product is: [Cl:11][C:12]1[CH:13]=[C:14]([NH:15][C:2]2[C:7]([N+:8]([O-:10])=[O:9])=[CH:6][CH:5]=[CH:4][N:3]=2)[CH:16]=[CH:17][CH:18]=1. (8) Given the reactants [S:1]1[CH:5]=[CH:4][CH:3]=[C:2]1[CH2:6][CH2:7][NH:8][C:9](=O)[CH3:10].O=P12OP3(OP(OP(O3)(O1)=O)(=O)O2)=O, predict the reaction product. The product is: [CH3:10][C:9]1[C:3]2[CH:4]=[CH:5][S:1][C:2]=2[CH2:6][CH2:7][N:8]=1.